The task is: Predict the reaction yield, written as a fraction of the theoretical maximum amount of product (1.0 means a 100% yield; for example, 0.34 means a 34% yield).. This data is from Reaction yield outcomes from USPTO patents with 853,638 reactions. (1) The reactants are [CH2:1]([S:8][CH:9]([CH:38](OC)[O:39]C)[CH2:10][NH:11][C:12]([C:14]1[NH:15][C:16]2[C:21]([CH:22]=1)=[CH:20][C:19]([O:23][CH2:24][CH2:25][O:26][CH3:27])=[CH:18][C:17]=2[NH:28][S:29]([C:32]1[CH:37]=[CH:36][CH:35]=[CH:34][N:33]=1)(=[O:31])=[O:30])=[O:13])[C:2]1[CH:7]=[CH:6][CH:5]=[CH:4][CH:3]=1.CC(C)=O. The catalyst is O. The product is [CH2:1]([S:8][CH:9]([CH:38]=[O:39])[CH2:10][NH:11][C:12]([C:14]1[NH:15][C:16]2[C:21]([CH:22]=1)=[CH:20][C:19]([O:23][CH2:24][CH2:25][O:26][CH3:27])=[CH:18][C:17]=2[NH:28][S:29]([C:32]1[CH:37]=[CH:36][CH:35]=[CH:34][N:33]=1)(=[O:30])=[O:31])=[O:13])[C:2]1[CH:7]=[CH:6][CH:5]=[CH:4][CH:3]=1. The yield is 0.750. (2) The reactants are Br[C:2]1[CH:7]=[CH:6][C:5]([CH3:8])=[CH:4][N:3]=1.[CH3:9][N:10](C=O)C. The catalyst is [C-]#N.[C-]#N.[Zn+2].[Zn]. The product is [CH3:8][C:5]1[CH:6]=[CH:7][C:2]([C:9]#[N:10])=[N:3][CH:4]=1. The yield is 0.576. (3) The product is [CH2:17]([C:2]1[C:11]([O:12][CH3:13])=[CH:10][C:9]([Cl:14])=[CH:8][C:3]=1[C:4]([O:6][CH3:7])=[O:5])[CH:16]=[CH2:15]. The reactants are Br[C:2]1[C:11]([O:12][CH3:13])=[CH:10][C:9]([Cl:14])=[CH:8][C:3]=1[C:4]([O:6][CH3:7])=[O:5].[CH2:15]([Sn](CCCC)(CCCC)CCCC)[CH:16]=[CH2:17].C([O-])([O-])=O.[K+].[K+].C(Cl)Cl. The yield is 0.520. The catalyst is [Cu]I.C1C=CC(P(C2C=CC=CC=2)[C-]2C=CC=C2)=CC=1.C1C=CC(P(C2C=CC=CC=2)[C-]2C=CC=C2)=CC=1.Cl[Pd]Cl.[Fe+2].CN(C=O)C. (4) No catalyst specified. The product is [BrH:24].[F:23][C:20]([F:21])([F:22])[C:17]1[CH:18]=[CH:19][C:12]2[C:11]([CH:8]3[CH2:7][CH2:6][NH:5][CH2:10][CH2:9]3)=[CH:15][S:14][C:13]=2[CH:16]=1. The reactants are COC([N:5]1[CH2:10][CH2:9][CH:8]([C:11]2[C:12]3[CH:19]=[CH:18][C:17]([C:20]([F:23])([F:22])[F:21])=[CH:16][C:13]=3[S:14][CH:15]=2)[CH2:7][CH2:6]1)=O.[BrH:24]. The yield is 0.940. (5) The reactants are [N+:1]([C:4]1[CH:9]=[CH:8][N+:7]([O-])=[C:6]([NH:11][CH2:12][CH2:13][N:14]2[CH2:18][CH2:17][CH2:16][CH2:15]2)[CH:5]=1)([O-])=O.[H][H]. The catalyst is CO.[Ni]. The product is [N:14]1([CH2:13][CH2:12][NH:11][C:6]2[CH:5]=[C:4]([NH2:1])[CH:9]=[CH:8][N:7]=2)[CH2:18][CH2:17][CH2:16][CH2:15]1. The yield is 0.850. (6) The reactants are [OH:1][C:2]1[C:11]2[C:6](=[CH:7][CH:8]=[CH:9][CH:10]=2)[N:5]([CH2:12][CH2:13][CH:14]([CH3:16])[CH3:15])[C:4](=[O:17])[C:3]=1[C:18]1[NH:23][C:22]2[CH:24]=[CH:25][C:26](I)=[CH:27][C:21]=2[S:20](=[O:30])(=[O:29])[N:19]=1.[C:31]([NH2:35])(=[O:34])[CH:32]=[CH2:33].C([O-])(=O)C.[Na+].CN(C)C=O. The catalyst is Cl.C([O-])(=O)C.[Pd+2].C([O-])(=O)C.O. The product is [OH:1][C:2]1[C:11]2[C:6](=[CH:7][CH:8]=[CH:9][CH:10]=2)[N:5]([CH2:12][CH2:13][CH:14]([CH3:16])[CH3:15])[C:4](=[O:17])[C:3]=1[C:18]1[NH:23][C:22]2[CH:24]=[CH:25][C:26](/[CH:33]=[CH:32]/[C:31]([NH2:35])=[O:34])=[CH:27][C:21]=2[S:20](=[O:30])(=[O:29])[N:19]=1. The yield is 0.440.